This data is from Peptide-MHC class II binding affinity with 134,281 pairs from IEDB. The task is: Regression. Given a peptide amino acid sequence and an MHC pseudo amino acid sequence, predict their binding affinity value. This is MHC class II binding data. The peptide sequence is KHLAVLVKYEGDTMA. The MHC is DRB1_0802 with pseudo-sequence DRB1_0802. The binding affinity (normalized) is 0.153.